Task: Regression. Given two drug SMILES strings and cell line genomic features, predict the synergy score measuring deviation from expected non-interaction effect.. Dataset: NCI-60 drug combinations with 297,098 pairs across 59 cell lines Drug 1: CC1=C(N=C(N=C1N)C(CC(=O)N)NCC(C(=O)N)N)C(=O)NC(C(C2=CN=CN2)OC3C(C(C(C(O3)CO)O)O)OC4C(C(C(C(O4)CO)O)OC(=O)N)O)C(=O)NC(C)C(C(C)C(=O)NC(C(C)O)C(=O)NCCC5=NC(=CS5)C6=NC(=CS6)C(=O)NCCC[S+](C)C)O. Drug 2: C1CC(=O)NC(=O)C1N2C(=O)C3=CC=CC=C3C2=O. Cell line: HT29. Synergy scores: CSS=9.76, Synergy_ZIP=-1.84, Synergy_Bliss=0.933, Synergy_Loewe=-5.55, Synergy_HSA=-0.360.